Dataset: Forward reaction prediction with 1.9M reactions from USPTO patents (1976-2016). Task: Predict the product of the given reaction. (1) Given the reactants [CH3:1][C:2]1([N:12]2[CH2:17][CH2:16][CH:15]([N:18]3[C:26]4[C:21](=[CH:22][CH:23]=[CH:24][CH:25]=4)[CH2:20][C:19]3=[O:27])[CH2:14][CH2:13]2)[C:11]2[C:6](=[CH:7][CH:8]=[CH:9][CH:10]=2)[CH2:5][CH2:4][CH2:3]1.C([N-]C(C)C)(C)C.[Li+].BrC[CH2:38][C:39]([O:41][CH3:42])=[O:40], predict the reaction product. The product is: [CH3:1][C:2]1([N:12]2[CH2:17][CH2:16][CH:15]([N:18]3[C:26]4[C:21](=[CH:22][CH:23]=[CH:24][CH:25]=4)[CH:20]([CH2:38][C:39]([O:41][CH3:42])=[O:40])[C:19]3=[O:27])[CH2:14][CH2:13]2)[C:11]2[C:6](=[CH:7][CH:8]=[CH:9][CH:10]=2)[CH2:5][CH2:4][CH2:3]1. (2) Given the reactants [CH2:1]([OH:4])[CH2:2][OH:3].Cl.[Cl:6][C:7]1[CH:12]=[CH:11][C:10]([C@H:13]([NH2:22])[C:14]2[CH:19]=[CH:18][C:17]([CH:20]=O)=[CH:16][CH:15]=2)=[CH:9][CH:8]=1.O.C1(C)C=CC(S(O)(=O)=O)=CC=1, predict the reaction product. The product is: [Cl:6][C:7]1[CH:8]=[CH:9][C:10]([CH:13]([NH2:22])[C:14]2[CH:19]=[CH:18][C:17]([CH:20]3[O:4][CH2:1][CH2:2][O:3]3)=[CH:16][CH:15]=2)=[CH:11][CH:12]=1. (3) The product is: [ClH:20].[NH:10]1[CH2:9][CH:8]=[C:7]([CH2:6][C:2]2[S:1][CH:5]=[CH:4][N:3]=2)[CH2:12][CH2:11]1. Given the reactants [S:1]1[CH:5]=[CH:4][N:3]=[C:2]1[CH2:6][C:7]1[CH2:12][CH2:11][N:10](C(OC(C)(C)C)=O)[CH2:9][CH:8]=1.[ClH:20], predict the reaction product. (4) Given the reactants [CH2:1]([O:3][C:4]1[C:9]2[N:10]=[CH:11][S:12][C:8]=2[CH:7]=[CH:6][CH:5]=1)[CH3:2].C(O[C:18](=O)[NH:19][C@H:20]1[CH2:25][CH2:24][C@H:23]([C:26](=[O:31])N(OC)C)[CH2:22][CH2:21]1)(C)(C)C.[O:33]1[C:38]2[CH:39]=[CH:40][C:41](C=O)=[CH:42][C:37]=2[O:36][CH2:35][CH2:34]1, predict the reaction product. The product is: [O:33]1[C:38]2[CH:39]=[CH:40][C:41]([CH2:18][NH:19][C@H:20]3[CH2:21][CH2:22][C@H:23]([C:26]([C:11]4[S:12][C:8]5[CH:7]=[CH:6][CH:5]=[C:4]([O:3][CH2:1][CH3:2])[C:9]=5[N:10]=4)=[O:31])[CH2:24][CH2:25]3)=[CH:42][C:37]=2[O:36][CH2:35][CH2:34]1. (5) Given the reactants [NH:1]1[CH2:6][CH2:5][CH:4]([NH:7][C:8]([C:10]2[C:14]3[N:15]=[CH:16][N:17]=[C:18]([C:19]4[CH:24]=[CH:23][C:22]([O:25][CH3:26])=[CH:21][C:20]=4[O:27][CH2:28][CH2:29][O:30][CH3:31])[C:13]=3[NH:12][CH:11]=2)=[O:9])[CH2:3][CH2:2]1.[C:32](Cl)(=[O:34])[CH3:33], predict the reaction product. The product is: [C:32]([N:1]1[CH2:6][CH2:5][CH:4]([NH:7][C:8]([C:10]2[C:14]3[N:15]=[CH:16][N:17]=[C:18]([C:19]4[CH:24]=[CH:23][C:22]([O:25][CH3:26])=[CH:21][C:20]=4[O:27][CH2:28][CH2:29][O:30][CH3:31])[C:13]=3[NH:12][CH:11]=2)=[O:9])[CH2:3][CH2:2]1)(=[O:34])[CH3:33]. (6) Given the reactants [NH2:1][C:2]1[N:7]=[CH:6][N:5]=[C:4]2[N:8]([CH2:12][CH2:13][N:14]([CH2:22][C:23]3[CH:28]=[CH:27][CH:26]=[CH:25][C:24]=3[F:29])[C:15](=[O:21])[O:16][C:17]([CH3:20])([CH3:19])[CH3:18])[N:9]=[C:10](I)[C:3]=12.[F:30][C:31]1[CH:32]=[C:33](B(O)O)[CH:34]=[C:35]([OH:37])[CH:36]=1.C(=O)([O-])[O-].[Na+].[Na+], predict the reaction product. The product is: [NH2:1][C:2]1[N:7]=[CH:6][N:5]=[C:4]2[N:8]([CH2:12][CH2:13][N:14]([CH2:22][C:23]3[CH:28]=[CH:27][CH:26]=[CH:25][C:24]=3[F:29])[C:15](=[O:21])[O:16][C:17]([CH3:20])([CH3:19])[CH3:18])[N:9]=[C:10]([C:33]3[CH:34]=[C:35]([OH:37])[CH:36]=[C:31]([F:30])[CH:32]=3)[C:3]=12. (7) Given the reactants [C:1]1([C:7]2[C:13]3[CH:14]=[CH:15][CH:16]=[CH:17][C:12]=3[CH2:11][CH2:10][CH2:9][N:8]=2)[CH:6]=[CH:5][CH:4]=[CH:3][CH:2]=1.[CH2:18]([O:25][CH2:26][C:27](O)=[O:28])[C:19]1[CH:24]=[CH:23][CH:22]=[CH:21][CH:20]=1.C(N(CC)CC)C.O=C1N(P(Cl)(N2CCOC2=O)=O)CCO1, predict the reaction product. The product is: [CH2:18]([O:25][C@H:26]1[C@:7]2([C:1]3[CH:2]=[CH:3][CH:4]=[CH:5][CH:6]=3)[C:13]3[CH:14]=[CH:15][CH:16]=[CH:17][C:12]=3[CH2:11][CH2:10][CH2:9][N:8]2[C:27]1=[O:28])[C:19]1[CH:24]=[CH:23][CH:22]=[CH:21][CH:20]=1.